This data is from Forward reaction prediction with 1.9M reactions from USPTO patents (1976-2016). The task is: Predict the product of the given reaction. (1) Given the reactants [NH2:1][C:2]1[CH:11]=[CH:10][C:5]2[NH:6][C:7](=[O:9])[O:8][C:4]=2[CH:3]=1.[C:12]([C:18]([O:20][CH3:21])=[O:19])#[C:13][C:14]([O:16][CH3:17])=[O:15], predict the reaction product. The product is: [CH3:17][O:16][C:14](=[O:15])[C:13]([NH:1][C:2]1[CH:11]=[CH:10][C:5]2[NH:6][C:7](=[O:9])[O:8][C:4]=2[CH:3]=1)=[CH:12][C:18]([O:20][CH3:21])=[O:19]. (2) Given the reactants C(OC1C=C(SC2C=CC(CCC[C:25]3(CSC)[CH2:29][O:28][C:27](=[O:30])[NH:26]3)=C(Cl)C=2)C=CC=1)C1C=CC=CC=1.[CH3:35][C:36]([O:39][C:40](O[C:40]([O:39][C:36]([CH3:38])([CH3:37])[CH3:35])=[O:41])=[O:41])([CH3:38])[CH3:37].CN(C1C=CC=CN=1)C, predict the reaction product. The product is: [C:40]([N:26]1[CH2:25][CH2:29][O:28][C:27]1=[O:30])([O:39][C:36]([CH3:38])([CH3:37])[CH3:35])=[O:41]. (3) Given the reactants [NH2:1][C:2]1[CH:3]=[C:4]([OH:9])[CH:5]=[C:6]([CH3:8])[CH:7]=1.[Cl:10][C:11]1[CH:24]=[CH:23][C:14]([CH2:15][CH:16]([C:20](=O)[CH3:21])[C:17](=O)[CH3:18])=[CH:13][CH:12]=1.C1(C)C=CC(S(O)(=O)=O)=CC=1, predict the reaction product. The product is: [Cl:10][C:11]1[CH:24]=[CH:23][C:14]([CH2:15][C:16]2[C:20]([CH3:21])=[N:1][C:2]3[CH:7]=[C:6]([CH3:8])[CH:5]=[C:4]([OH:9])[C:3]=3[C:17]=2[CH3:18])=[CH:13][CH:12]=1. (4) Given the reactants [C:1](=[O:4])([O-:3])[O-:2].[Cs+].[Cs+].[C:7](=[O:10])([OH:9])[O-:8].[Cs+].C(=O)([O-])[O-].[Rb+].[Rb+].C(=O)(O)[O-].[Rb+].C([O-])=O.[K+:26].[K], predict the reaction product. The product is: [C:1](=[O:2])([O-:4])[O-:3].[K+:26].[K+:26].[C:7](=[O:8])([OH:10])[O-:9].[K+:26].